Dataset: Catalyst prediction with 721,799 reactions and 888 catalyst types from USPTO. Task: Predict which catalyst facilitates the given reaction. (1) Reactant: [H-].[Na+].[Br:3][C:4]1[CH:5]=[C:6]([N+:12]([O-:14])=[O:13])[C:7]([CH3:11])=[C:8]([OH:10])[CH:9]=1.[CH2:15](Br)[C:16]1[CH:21]=[CH:20][CH:19]=[CH:18][CH:17]=1. Product: [CH2:15]([O:10][C:8]1[CH:9]=[C:4]([Br:3])[CH:5]=[C:6]([N+:12]([O-:14])=[O:13])[C:7]=1[CH3:11])[C:16]1[CH:21]=[CH:20][CH:19]=[CH:18][CH:17]=1. The catalyst class is: 163. (2) Reactant: [F:1][C:2]1[C:3](F)=[C:4]([N+:8]([O-:10])=[O:9])[CH:5]=[CH:6][CH:7]=1.[NH:12]1[CH2:21][CH2:20][CH:15]([C:16]([O:18][CH3:19])=[O:17])[CH2:14][CH2:13]1.C(N(C(C)C)CC)(C)C. Product: [F:1][C:2]1[CH:7]=[CH:6][CH:5]=[C:4]([N+:8]([O-:10])=[O:9])[C:3]=1[N:12]1[CH2:21][CH2:20][CH:15]([C:16]([O:18][CH3:19])=[O:17])[CH2:14][CH2:13]1. The catalyst class is: 10. (3) Reactant: [Br:1][C:2]1[CH:7]=[CH:6][C:5]([C:8]2[NH:12][N:11]=[N:10][N:9]=2)=[CH:4][CH:3]=1.[C:13](=O)([O-])[O-].[K+].[K+].CI. Product: [Br:1][C:2]1[CH:7]=[CH:6][C:5]([C:8]2[NH:12][N:11]([CH3:13])[NH:10][N:9]=2)=[CH:4][CH:3]=1. The catalyst class is: 35. (4) Reactant: [NH2:1][C:2]1[CH:7]=[CH:6][C:5]([C:8]2[C:16]3[C:11](=[CH:12][C:13]([F:17])=[CH:14][CH:15]=3)[N:10]([S:18]([C:21]3[CH:26]=[CH:25][CH:24]=[CH:23][CH:22]=3)(=[O:20])=[O:19])[CH:9]=2)=[CH:4][C:3]=1[NH:27][C:28](=O)[CH2:29][N:30]([CH3:32])[CH3:31].C([O-])([O-])=O.[Na+].[Na+]. Product: [F:17][C:13]1[CH:12]=[C:11]2[C:16]([C:8]([C:5]3[CH:6]=[CH:7][C:2]4[N:1]=[C:28]([CH2:29][N:30]([CH3:31])[CH3:32])[NH:27][C:3]=4[CH:4]=3)=[CH:9][N:10]2[S:18]([C:21]2[CH:26]=[CH:25][CH:24]=[CH:23][CH:22]=2)(=[O:19])=[O:20])=[CH:15][CH:14]=1. The catalyst class is: 52. (5) Reactant: [CH3:1][CH:2]([C:16]([OH:18])=[O:17])[C:3]1[CH:4]=[CH:5][C:6]([C:10]2[CH:11]=[CH:12][CH:13]=[CH:14][CH:15]=2)=[C:7]([F:9])[CH:8]=1.[N:19]1[CH:24]=[CH:23][C:22]([C:25]2[CH:30]=[CH:29][N:28]=[CH:27][CH:26]=2)=[CH:21][CH:20]=1. Product: [CH3:1][CH:2]([C:16]([OH:18])=[O:17])[C:3]1[CH:4]=[CH:5][C:6]([C:10]2[CH:15]=[CH:14][CH:13]=[CH:12][CH:11]=2)=[C:7]([F:9])[CH:8]=1.[N:19]1[CH:24]=[CH:23][C:22]([C:25]2[CH:30]=[CH:29][N:28]=[CH:27][CH:26]=2)=[CH:21][CH:20]=1. The catalyst class is: 21.